From a dataset of Forward reaction prediction with 1.9M reactions from USPTO patents (1976-2016). Predict the product of the given reaction. (1) Given the reactants [F:1][C:2]1[CH:9]=[CH:8][CH:7]=[CH:6][C:3]=1[CH:4]=O.[NH:10]1[CH2:14][CH2:13][CH:12]([O:15][C:16]([N:18]2[CH2:23][CH2:22][CH:21]([O:24][C:25]3[CH:30]=[C:29]([N:31]4[C:39]5[C:34](=[CH:35][C:36]([S:40]([CH3:43])(=[O:42])=[O:41])=[CH:37][CH:38]=5)[CH2:33][CH2:32]4)[N:28]=[CH:27][N:26]=3)[CH2:20][CH2:19]2)=[O:17])[CH2:11]1.[BH-](OC(C)=O)(OC(C)=O)OC(C)=O.[Na+], predict the reaction product. The product is: [F:1][C:2]1[CH:9]=[CH:8][CH:7]=[CH:6][C:3]=1[CH2:4][N:10]1[CH2:14][CH2:13][CH:12]([O:15][C:16]([N:18]2[CH2:23][CH2:22][CH:21]([O:24][C:25]3[CH:30]=[C:29]([N:31]4[C:39]5[C:34](=[CH:35][C:36]([S:40]([CH3:43])(=[O:42])=[O:41])=[CH:37][CH:38]=5)[CH2:33][CH2:32]4)[N:28]=[CH:27][N:26]=3)[CH2:20][CH2:19]2)=[O:17])[CH2:11]1. (2) Given the reactants [F:1][C:2]1[CH:7]=[CH:6][CH:5]=[CH:4][C:3]=1NCCO.[Cl:12][C:13]1[CH:18]=[CH:17][CH:16]=[CH:15][C:14]=1[CH2:19][C:20]([OH:22])=O.[OH2:23].[OH:23][N:27]1[C:28]2[CH:33]=CC=[CH:33][C:28]=2[N:27]=N1.Cl.CN(C)CCCN=C=NCC, predict the reaction product. The product is: [Cl:12][C:13]1[CH:18]=[CH:17][CH:16]=[CH:15][C:14]=1[CH2:19][C:20]([NH:27][CH:28]([C:3]1[CH:4]=[CH:5][CH:6]=[CH:7][C:2]=1[F:1])[CH2:33][OH:23])=[O:22]. (3) Given the reactants [CH3:1][CH:2]([CH3:18])[CH2:3][NH:4][C:5]1[C:14]2[C:9](=[CH:10][CH:11]=[CH:12][N:13]=2)[N:8]=[CH:7][C:6]=1[N+:15]([O-])=O.CC(O)C, predict the reaction product. The product is: [CH3:1][CH:2]([CH3:18])[CH2:3][NH:4][C:5]1[C:14]2[C:9](=[CH:10][CH:11]=[CH:12][N:13]=2)[N:8]=[CH:7][C:6]=1[NH2:15]. (4) Given the reactants [CH:1]([O:4][C:5]1[CH:10]=[CH:9][C:8]([C:11]2[CH:15]=[C:14]([O:16][CH3:17])[N:13]([CH3:18])[N:12]=2)=[CH:7][C:6]=1[CH3:19])([CH3:3])[CH3:2].[Cl:20]N1C(=O)CCC1=O.C(Cl)(Cl)Cl, predict the reaction product. The product is: [Cl:20][C:15]1[C:11]([C:8]2[CH:9]=[CH:10][C:5]([O:4][CH:1]([CH3:3])[CH3:2])=[C:6]([CH3:19])[CH:7]=2)=[N:12][N:13]([CH3:18])[C:14]=1[O:16][CH3:17]. (5) The product is: [F:31][C:2]([F:1])([F:32])[C:3]1[CH:4]=[CH:5][C:6]([CH:9]2[C:18]3[C:13](=[CH:14][CH:15]=[CH:16][CH:17]=3)[CH2:12][CH2:11][N:10]2[C:19]([NH:46][C@@H:42]2[CH2:43][CH2:44][CH2:45][N:40]([C:33]([O:35][C:36]([CH3:39])([CH3:38])[CH3:37])=[O:34])[CH2:41]2)=[O:20])=[CH:7][CH:8]=1. Given the reactants [F:1][C:2]([F:32])([F:31])[C:3]1[CH:8]=[CH:7][C:6]([CH:9]2[C:18]3[C:13](=[CH:14][CH:15]=[CH:16][CH:17]=3)[CH2:12][CH2:11][N:10]2[C:19](OC2C=CC([N+]([O-])=O)=CC=2)=[O:20])=[CH:5][CH:4]=1.[C:33]([N:40]1[CH2:45][CH2:44][CH2:43][C@@H:42]([NH2:46])[CH2:41]1)([O:35][C:36]([CH3:39])([CH3:38])[CH3:37])=[O:34], predict the reaction product.